This data is from Reaction yield outcomes from USPTO patents with 853,638 reactions. The task is: Predict the reaction yield, written as a fraction of the theoretical maximum amount of product (1.0 means a 100% yield; for example, 0.34 means a 34% yield). (1) The reactants are [C:1]1([C:7]2[S:14][C:13]3[CH:12]=[N:11][N:10](C(=O)C)[C:9]=3[CH:8]=2)[CH:6]=[CH:5][CH:4]=[CH:3][CH:2]=1.C(O)C.Cl.C(=O)([O-])[O-].[K+].[K+]. The catalyst is O. The product is [C:1]1([C:7]2[S:14][C:13]3[CH:12]=[N:11][NH:10][C:9]=3[CH:8]=2)[CH:2]=[CH:3][CH:4]=[CH:5][CH:6]=1. The yield is 0.920. (2) The reactants are [Br:1][C:2]1[CH:12]=[CH:11][C:5]([O:6][CH2:7][C:8]([OH:10])=O)=[CH:4][CH:3]=1.[NH2:13][C:14]1[CH:15]=[C:16]([CH:20]=[CH:21][CH:22]=1)[C:17]([NH2:19])=[O:18].Cl.C(NCCCN=C=NCC)C.ON1C2C=CC=CC=2N=N1.C(N(CC)C(C)C)(C)C. The catalyst is CN(C=O)C. The product is [Br:1][C:2]1[CH:3]=[CH:4][C:5]([O:6][CH2:7][C:8]([NH:13][C:14]2[CH:15]=[C:16]([CH:20]=[CH:21][CH:22]=2)[C:17]([NH2:19])=[O:18])=[O:10])=[CH:11][CH:12]=1. The yield is 0.215. (3) The reactants are [H-].[H-].[H-].[H-].[Li+].[Al+3].C(OC(C1NC2C(C=1)=C([N+]([O-])=O)C=CC=2)=O)C.C(O[C:27]([C:29]1[NH:30][C:31]2[C:36]([CH:37]=1)=[CH:35][CH:34]=[C:33]([N+:38]([O-])=O)[CH:32]=2)=O)C.[OH-].[Na+]. The catalyst is C1COCC1.O. The product is [CH3:27][C:29]1[NH:30][C:31]2[C:36]([CH:37]=1)=[CH:35][CH:34]=[C:33]([NH2:38])[CH:32]=2. The yield is 0.0800. (4) The reactants are [CH3:1][S:2][C:3]1[N:4]=[C:5]([C:9]2[CH:10]=[N:11][CH:12]=[CH:13][CH:14]=2)[S:6][C:7]=1[NH2:8].CN(C1C=CC=CN=1)C.[CH3:24][S:25][CH2:26][CH2:27][C:28](Cl)=[O:29]. The catalyst is C(Cl)Cl.O. The product is [CH3:24][S:25][CH2:26][CH2:27][C:28]([NH:8][C:7]1[S:6][C:5]([C:9]2[CH:10]=[N:11][CH:12]=[CH:13][CH:14]=2)=[N:4][C:3]=1[S:2][CH3:1])=[O:29]. The yield is 0.220. (5) The reactants are [CH2:1]([O:3][C:4](=[O:22])[C:5]([CH3:21])([O:14][C:15]1[CH:20]=[CH:19][CH:18]=[CH:17][CH:16]=1)[CH2:6][C:7]1[CH:12]=[CH:11][C:10]([OH:13])=[CH:9][CH:8]=1)[CH3:2].[Br:23][CH2:24][CH2:25][CH2:26]Br.C([O-])([O-])=O.[K+].[K+]. The catalyst is C(C(C)=O)C. The product is [CH2:1]([O:3][C:4](=[O:22])[C:5]([CH3:21])([O:14][C:15]1[CH:20]=[CH:19][CH:18]=[CH:17][CH:16]=1)[CH2:6][C:7]1[CH:12]=[CH:11][C:10]([O:13][CH2:26][CH2:25][CH2:24][Br:23])=[CH:9][CH:8]=1)[CH3:2]. The yield is 0.890. (6) The reactants are Br[C:2]1[CH:7]=[CH:6][C:5]([C:8]([CH3:17])([CH3:16])[C:9]([NH:11][CH2:12][CH:13]([CH3:15])[CH3:14])=[O:10])=[CH:4][CH:3]=1.[C:18]([C:20]1[CH:21]=[C:22](B(O)O)[CH:23]=[CH:24][CH:25]=1)#[N:19]. No catalyst specified. The product is [C:18]([C:20]1[CH:25]=[C:24]([C:2]2[CH:7]=[CH:6][C:5]([C:8]([CH3:17])([CH3:16])[C:9]([NH:11][CH2:12][CH:13]([CH3:15])[CH3:14])=[O:10])=[CH:4][CH:3]=2)[CH:23]=[CH:22][CH:21]=1)#[N:19]. The yield is 0.630.